From a dataset of Reaction yield outcomes from USPTO patents with 853,638 reactions. Predict the reaction yield, written as a fraction of the theoretical maximum amount of product (1.0 means a 100% yield; for example, 0.34 means a 34% yield). (1) The reactants are ClC(Cl)(Cl)[CH2:3][O:4][C:5]([C@@H:7]1[CH2:12][CH2:11][CH2:10][N:9]([C:13]([O:15][C:16]([CH3:19])([CH3:18])[CH3:17])=[O:14])[N:8]1[C:20]([O:22][C:23]([CH3:26])([CH3:25])[CH3:24])=[O:21])=[O:6].[F-].C([N+](CCCC)(CCCC)CCCC)CCC. The catalyst is O1CCCC1.CO. The product is [CH3:3][O:4][C:5]([C@@H:7]1[CH2:12][CH2:11][CH2:10][N:9]([C:13]([O:15][C:16]([CH3:19])([CH3:17])[CH3:18])=[O:14])[N:8]1[C:20]([O:22][C:23]([CH3:26])([CH3:25])[CH3:24])=[O:21])=[O:6]. The yield is 0.820. (2) The reactants are [CH3:1][O:2][C:3](=[NH:8])[NH:4][N+:5]([O-:7])=[O:6].[Cl-].[Na+].Cl.CN.[C:14](=O)([O-])O.[Na+].Cl. The catalyst is O. The product is [CH3:14][NH:8][C:3](=[N:4][N+:5]([O-:7])=[O:6])[O:2][CH3:1]. The yield is 0.730. (3) The reactants are [CH3:1][C:2]1[N:7]=[CH:6][C:5]([CH:8](C(OCC)=O)[C:9]([O:11]CC)=[O:10])=[CH:4][CH:3]=1.C(=O)(O)[O-].[Na+]. The catalyst is Cl. The product is [CH3:1][C:2]1[N:7]=[CH:6][C:5]([CH2:8][C:9]([OH:11])=[O:10])=[CH:4][CH:3]=1. The yield is 0.830.